Dataset: NCI-60 drug combinations with 297,098 pairs across 59 cell lines. Task: Regression. Given two drug SMILES strings and cell line genomic features, predict the synergy score measuring deviation from expected non-interaction effect. Drug 1: C1=CC(=CC=C1CC(C(=O)O)N)N(CCCl)CCCl.Cl. Drug 2: C1C(C(OC1N2C=NC(=NC2=O)N)CO)O. Cell line: OVCAR-8. Synergy scores: CSS=34.0, Synergy_ZIP=-8.38, Synergy_Bliss=-1.16, Synergy_Loewe=-1.91, Synergy_HSA=0.685.